This data is from Full USPTO retrosynthesis dataset with 1.9M reactions from patents (1976-2016). The task is: Predict the reactants needed to synthesize the given product. (1) The reactants are: Br[C:2]1[NH:3][C:4]2[C:9]([N:10]=1)=[C:8]([N:11]1[CH2:16][CH2:15][O:14][CH2:13][C@H:12]1[CH3:17])[N:7]=[C:6]([N:18]1[CH2:23][CH2:22][O:21][CH2:20][C@@H:19]1[CH3:24])[N:5]=2.[NH:25]1[CH:29]=[CH:28][C:27](B(O)O)=[N:26]1.CCN(CC)CC. Given the product [CH3:24][C@H:19]1[CH2:20][O:21][CH2:22][CH2:23][N:18]1[C:6]1[N:5]=[C:4]2[C:9]([N:10]=[C:2]([C:29]3[CH:28]=[CH:27][NH:26][N:25]=3)[NH:3]2)=[C:8]([N:11]2[CH2:16][CH2:15][O:14][CH2:13][C@H:12]2[CH3:17])[N:7]=1, predict the reactants needed to synthesize it. (2) Given the product [NH2:24][C:18]1[CH:19]=[CH:20][C:21]([F:23])=[CH:22][C:17]=1[N:14]1[CH2:15][CH2:16][N:11]([CH2:10]/[CH:9]=[CH:8]/[C:5]2[CH:4]=[CH:3][C:2]([Cl:1])=[CH:7][CH:6]=2)[CH2:12][C:13]1=[O:27], predict the reactants needed to synthesize it. The reactants are: [Cl:1][C:2]1[CH:7]=[CH:6][C:5](/[CH:8]=[CH:9]/[CH2:10][N:11]2[CH2:16][CH2:15][N:14]([C:17]3[CH:22]=[C:21]([F:23])[CH:20]=[CH:19][C:18]=3[N+:24]([O-])=O)[C:13](=[O:27])[CH2:12]2)=[CH:4][CH:3]=1.O.NN. (3) Given the product [F:33][C:23]1[CH:22]=[C:21]([CH:26]=[C:25]([C:27]2[CH:28]=[CH:29][N:30]=[CH:31][CH:32]=2)[CH:24]=1)/[CH:20]=[CH:19]/[C:16]1[CH:15]=[CH:14][C:13]([N:10]2[CH2:9][CH2:8][N:7]([S:4]([CH3:1])(=[O:5])=[O:6])[CH2:12][CH2:11]2)=[CH:18][CH:17]=1, predict the reactants needed to synthesize it. The reactants are: [CH:1]1([S:4]([N:7]2[CH2:12][CH2:11][N:10]([C:13]3[CH:18]=[CH:17][C:16](/[CH:19]=[CH:20]/[C:21]4[CH:26]=[C:25]([C:27]5[CH:32]=[CH:31][N:30]=[CH:29][CH:28]=5)[CH:24]=[C:23]([F:33])[CH:22]=4)=[CH:15][CH:14]=3)[CH2:9][CH2:8]2)(=[O:6])=[O:5])CC1.CS(Cl)(=O)=O.C1(S(Cl)(=O)=O)CC1. (4) Given the product [Cl:33][C:20]1[C:21]([S:23](=[O:32])(=[O:31])[NH:24][C:25]2[CH:30]=[CH:29][CH:28]=[CH:27][CH:26]=2)=[CH:22][C:16]2[N:15]=[C:14]([N:12]3[CH:13]=[C:9]([C:7]([OH:8])=[O:6])[CH:10]=[N:11]3)[NH:18][C:17]=2[CH:19]=1, predict the reactants needed to synthesize it. The reactants are: O.[OH-].[Li+].C([O:6][C:7]([C:9]1[CH:10]=[N:11][N:12]([C:14]2[NH:18][C:17]3[CH:19]=[C:20]([Cl:33])[C:21]([S:23](=[O:32])(=[O:31])[NH:24][C:25]4[CH:30]=[CH:29][CH:28]=[CH:27][CH:26]=4)=[CH:22][C:16]=3[N:15]=2)[CH:13]=1)=[O:8])C.C1COCC1. (5) Given the product [CH3:7][C:8]1[N:22]=[C:11]2[CH:12]=[CH:13][CH:14]=[C:15]([CH:16]3[CH2:18][CH:17]3[CH2:19][NH2:20])[N:10]2[N:9]=1, predict the reactants needed to synthesize it. The reactants are: [H-].[Al+3].[Li+].[H-].[H-].[H-].[CH3:7][C:8]1[N:22]=[C:11]2[CH:12]=[CH:13][CH:14]=[C:15]([CH:16]3[CH2:18][CH:17]3[CH:19]=[N:20]O)[N:10]2[N:9]=1.O.O.O.O.O.O.O.O.O.O.S([O-])([O-])(=O)=O.[Na+].[Na+]. (6) Given the product [C:1]([O:5][C:6](=[O:15])[N:7]([C:8]1[CH:9]=[N:10][CH:11]=[CH:12][C:13]=1[I:14])[CH2:17][C:18]1[O:19][CH:20]=[CH:21][N:22]=1)([CH3:4])([CH3:2])[CH3:3], predict the reactants needed to synthesize it. The reactants are: [C:1]([O:5][C:6](=[O:15])[NH:7][C:8]1[CH:9]=[N:10][CH:11]=[CH:12][C:13]=1[I:14])([CH3:4])([CH3:3])[CH3:2].Cl[CH2:17][C:18]1[O:19][CH:20]=[CH:21][N:22]=1. (7) Given the product [O:15]1[CH2:16][CH:14]1[CH2:13][O:1][C:2]1[CH:3]=[C:4]([CH:7]=[CH:8][CH:9]=1)[CH:5]=[O:6], predict the reactants needed to synthesize it. The reactants are: [OH:1][C:2]1[CH:3]=[C:4]([CH:7]=[CH:8][CH:9]=1)[CH:5]=[O:6].[H-].[Na+].Cl[CH2:13][CH:14]1[CH2:16][O:15]1.